Dataset: Reaction yield outcomes from USPTO patents with 853,638 reactions. Task: Predict the reaction yield, written as a fraction of the theoretical maximum amount of product (1.0 means a 100% yield; for example, 0.34 means a 34% yield). The reactants are Cl[C:2]1[C:7]([C:8]([F:11])([F:10])[F:9])=[CH:6][N:5]=[C:4]([NH:12][C:13]2[CH:18]=[CH:17][C:16]([P:19]([CH3:22])([CH3:21])=[O:20])=[CH:15][CH:14]=2)[N:3]=1.C(N(CC)CC)C.[NH2:30][N:31]1[CH2:36][CH2:35][O:34][CH2:33][CH2:32]1. The catalyst is C(O)C. The product is [CH3:21][P:19]([C:16]1[CH:17]=[CH:18][C:13]([NH:12][C:4]2[N:3]=[C:2]([NH:30][N:31]3[CH2:36][CH2:35][O:34][CH2:33][CH2:32]3)[C:7]([C:8]([F:11])([F:10])[F:9])=[CH:6][N:5]=2)=[CH:14][CH:15]=1)([CH3:22])=[O:20]. The yield is 0.120.